From a dataset of Forward reaction prediction with 1.9M reactions from USPTO patents (1976-2016). Predict the product of the given reaction. The product is: [F:20][C:17]1[CH:18]=[C:19]2[C:9]3[C:10](=[CH:11][N:12]=[C:7]([C:27]4[CH:26]=[N:25][N:24]([CH3:23])[CH:28]=4)[CH:8]=3)[NH:13][C:14]2=[N:15][CH:16]=1. Given the reactants FC(F)(F)S(O[C:7]1[CH:8]=[C:9]2[C:19]3[C:14](=[N:15][CH:16]=[C:17]([F:20])[CH:18]=3)[NH:13][C:10]2=[CH:11][N:12]=1)(=O)=O.[CH3:23][N:24]1[CH:28]=[C:27](B2OC(C)(C)C(C)(C)O2)[CH:26]=[N:25]1.C(=O)([O-])[O-].[Cs+].[Cs+], predict the reaction product.